From a dataset of Forward reaction prediction with 1.9M reactions from USPTO patents (1976-2016). Predict the product of the given reaction. (1) Given the reactants [CH2:1]([O:8][C:9](=[O:24])[NH:10][CH2:11][C@H:12]1[CH2:16][CH2:15][N:14]([C:17](OC(C)(C)C)=O)[CH2:13]1)[C:2]1[CH:7]=[CH:6][CH:5]=[CH:4][CH:3]=1.Cl.ClC1[C:36]2[C:31](=[CH:32][C:33]([CH3:37])=[CH:34][CH:35]=2)[N:30]=[C:29]([C:38]2[CH:43]=[CH:42][CH:41]=[CH:40][C:39]=2[OH:44])[N:28]=1.C(N(CC)CC)C, predict the reaction product. The product is: [CH2:1]([O:8][C:9](=[O:24])[NH:10][CH2:11][C@H:12]1[CH2:16][CH2:15][N:14]([C:17]2[C:36]3[C:31](=[CH:32][C:33]([CH3:37])=[CH:34][CH:35]=3)[N:30]=[C:29]([C:38]3[CH:43]=[CH:42][CH:41]=[CH:40][C:39]=3[OH:44])[N:28]=2)[CH2:13]1)[C:2]1[CH:3]=[CH:4][CH:5]=[CH:6][CH:7]=1. (2) Given the reactants [BH4-].[Na+].[F:3][C:4]([F:16])([F:15])[C:5]1[C:10]([C:11](OC)=[O:12])=[CH:9][CH:8]=[CH:7][N:6]=1, predict the reaction product. The product is: [F:16][C:4]([F:3])([F:15])[C:5]1[C:10]([CH2:11][OH:12])=[CH:9][CH:8]=[CH:7][N:6]=1. (3) The product is: [Cl:1][C:2]1[C:11]2[C:6](=[CH:7][CH:8]=[C:9]([C:28]([OH:35])([C:29]3[CH:30]=[N:31][CH:32]=[CH:33][CH:34]=3)[CH:36]3[CH2:37][CH2:38][N:39]([C:42]([O:44][C:45]([CH3:48])([CH3:47])[CH3:46])=[O:43])[CH2:40][CH2:41]3)[CH:10]=2)[N:5]=[C:4]([C:13]([F:16])([F:15])[F:14])[C:3]=1[C:17]1[CH:22]=[CH:21][CH:20]=[CH:19][CH:18]=1. Given the reactants [Cl:1][C:2]1[C:11]2[C:6](=[CH:7][CH:8]=[C:9](I)[CH:10]=2)[N:5]=[C:4]([C:13]([F:16])([F:15])[F:14])[C:3]=1[C:17]1[CH:22]=[CH:21][CH:20]=[CH:19][CH:18]=1.C([Mg]Cl)(C)C.[C:28]([CH:36]1[CH2:41][CH2:40][N:39]([C:42]([O:44][C:45]([CH3:48])([CH3:47])[CH3:46])=[O:43])[CH2:38][CH2:37]1)(=[O:35])[C:29]1[CH:34]=[CH:33][CH:32]=[N:31][CH:30]=1, predict the reaction product. (4) Given the reactants [Br:1][C:2]1[C:3](Cl)=[N:4][C:5]([Cl:8])=[N:6][CH:7]=1.C(N(CC)CC)C.[NH2:17][C:18]1([CH2:23][OH:24])[CH2:22][CH2:21][CH2:20][CH2:19]1, predict the reaction product. The product is: [Br:1][C:2]1[C:3]([NH:17][C:18]2([CH2:23][OH:24])[CH2:22][CH2:21][CH2:20][CH2:19]2)=[N:4][C:5]([Cl:8])=[N:6][CH:7]=1. (5) Given the reactants [F:1][C:2]([F:22])([C:11]1[CH:20]=[C:19]2[C:14]([C:15]([CH3:21])=[CH:16][CH:17]=[N:18]2)=[CH:13][CH:12]=1)C(C1C=CC=CC=1)=O.[OH-].[K+], predict the reaction product. The product is: [F:22][CH:2]([F:1])[C:11]1[CH:20]=[C:19]2[C:14]([C:15]([CH3:21])=[CH:16][CH:17]=[N:18]2)=[CH:13][CH:12]=1. (6) Given the reactants [N:1]1[C:5]2[CH:6]=[CH:7][C:8]([C:10]3([OH:17])[CH2:15][CH2:14][C:13](=O)[CH2:12][CH2:11]3)=[CH:9][C:4]=2[NH:3][CH:2]=1.[NH:18]1[CH2:21][CH:20]([NH:22][C:23]([CH2:25][NH:26][C:27](=[O:38])[C:28]2[CH:33]=[CH:32][CH:31]=[C:30]([C:34]([F:37])([F:36])[F:35])[CH:29]=2)=[O:24])[CH2:19]1, predict the reaction product. The product is: [N:1]1[C:5]2[CH:6]=[CH:7][C:8]([C:10]3([OH:17])[CH2:15][CH2:14][CH:13]([N:18]4[CH2:21][CH:20]([NH:22][C:23]([CH2:25][NH:26][C:27](=[O:38])[C:28]5[CH:33]=[CH:32][CH:31]=[C:30]([C:34]([F:37])([F:35])[F:36])[CH:29]=5)=[O:24])[CH2:19]4)[CH2:12][CH2:11]3)=[CH:9][C:4]=2[NH:3][CH:2]=1. (7) Given the reactants [Br:1][C:2]1[CH:7]=[CH:6][C:5]([NH:8][N:9]=[C:10]([C:12]2[C:17]([F:18])=[CH:16][CH:15]=[CH:14][C:13]=2[Cl:19])[NH2:11])=[CH:4][CH:3]=1.C(Cl)(Cl)Cl.[S:24](Cl)(Cl)=[O:25], predict the reaction product. The product is: [Br:1][C:2]1[CH:3]=[CH:4][C:5]([N:8]2[N:9]=[C:10]([C:12]3[C:17]([F:18])=[CH:16][CH:15]=[CH:14][C:13]=3[Cl:19])[NH:11][S:24]2=[O:25])=[CH:6][CH:7]=1. (8) Given the reactants [Cl:1][C:2]1[CH:3]=[C:4]([S:9]([CH:12]2[CH2:17][CH2:16][N:15]([CH:18]3[CH2:23][CH2:22][N:21]([C:24]([C:26]4[CH:31]=[CH:30][CH:29]=[CH:28][CH:27]=4)=[O:25])[CH2:20][CH2:19]3)[CH2:14][CH2:13]2)(=[O:11])=[O:10])[CH:5]=[CH:6][C:7]=1[Cl:8].ClC1C=[C:35]([S:40](C2CCN(C3CCNCC3)CC2)(=[O:42])=[O:41])C=CC=1Cl.C(O)(=O)C1C=CC=CC=1, predict the reaction product. The product is: [Cl:1][C:2]1[CH:3]=[C:4]([S:9]([CH:12]2[CH2:17][CH2:16][N:15]([CH:18]3[CH2:19][CH2:20][N:21]([C:24]([C:26]4[CH:27]=[CH:28][C:29]([S:40]([CH3:35])(=[O:42])=[O:41])=[CH:30][CH:31]=4)=[O:25])[CH2:22][CH2:23]3)[CH2:14][CH2:13]2)(=[O:10])=[O:11])[CH:5]=[CH:6][C:7]=1[Cl:8].